Dataset: Reaction yield outcomes from USPTO patents with 853,638 reactions. Task: Predict the reaction yield, written as a fraction of the theoretical maximum amount of product (1.0 means a 100% yield; for example, 0.34 means a 34% yield). (1) The reactants are [CH2:1]([N:3]1[C:11]2[C:6](=[CH:7][C:8]([C:12](=O)[CH2:13][C:14]([O:16]CC)=O)=[CH:9][CH:10]=2)[CH:5]=[N:4]1)[CH3:2].CC1C=CC(S(O)(=O)=O)=CC=1.[NH2:31][C:32]1[NH:36][N:35]=[CH:34][C:33]=1[C:37]#[N:38]. The catalyst is CCCCO. The product is [CH2:1]([N:3]1[C:11]2[C:6](=[CH:7][C:8]([C:12]3[NH:31][C:32]4[N:36]([N:35]=[CH:34][C:33]=4[C:37]#[N:38])[C:14](=[O:16])[CH:13]=3)=[CH:9][CH:10]=2)[CH:5]=[N:4]1)[CH3:2]. The yield is 0.530. (2) The reactants are [N:1]1[N:2]=[C:3]([C:10]2[CH:19]=[CH:18][C:17]3[C:12](=[C:13]([O:20][C@H:21]4[CH2:26][CH2:25][N:24](C(OC(C)(C)C)=O)[C@H:23]([CH2:34][OH:35])[CH2:22]4)[CH:14]=[CH:15][CH:16]=3)[N:11]=2)[N:4]2[CH:9]=[CH:8][CH:7]=[CH:6][C:5]=12.[ClH:36]. The catalyst is C(Cl)(Cl)Cl.CCOCC. The product is [ClH:36].[ClH:36].[N:1]1[N:2]=[C:3]([C:10]2[CH:19]=[CH:18][C:17]3[C:12](=[C:13]([O:20][C@H:21]4[CH2:26][CH2:25][NH:24][C@H:23]([CH2:34][OH:35])[CH2:22]4)[CH:14]=[CH:15][CH:16]=3)[N:11]=2)[N:4]2[CH:9]=[CH:8][CH:7]=[CH:6][C:5]=12. The yield is 0.550. (3) The reactants are [C:1]([C:3]1[CH:21]=[CH:20][C:6]([CH2:7][N:8]2[CH2:13][CH2:12][N:11]([CH2:14][C:15](OCC)=[O:16])[CH2:10][CH2:9]2)=[CH:5][CH:4]=1)#[N:2].[NH2:22][NH2:23]. The catalyst is CCO. The product is [C:1]([C:3]1[CH:21]=[CH:20][C:6]([CH2:7][N:8]2[CH2:13][CH2:12][N:11]([CH2:14][C:15]([NH:22][NH2:23])=[O:16])[CH2:10][CH2:9]2)=[CH:5][CH:4]=1)#[N:2]. The yield is 0.671. (4) The reactants are [CH3:1][C:2]1[CH:3]=[C:4]2[C:9](=[CH:10][CH:11]=1)[N:8]=[CH:7][CH:6]=[CH:5]2.[C-:12]#[N:13].[K+].[Cl:15][C:16]1[CH:24]=[CH:23][C:19]([C:20](Cl)=[O:21])=[CH:18][CH:17]=1. The catalyst is ClCCl.O. The product is [Cl:15][C:16]1[CH:24]=[CH:23][C:19]([C:20]([N:8]2[C:9]3[C:4](=[CH:3][C:2]([CH3:1])=[CH:11][CH:10]=3)[CH:5]=[CH:6][CH:7]2[C:12]#[N:13])=[O:21])=[CH:18][CH:17]=1. The yield is 0.0500.